From a dataset of Catalyst prediction with 721,799 reactions and 888 catalyst types from USPTO. Predict which catalyst facilitates the given reaction. (1) Reactant: [F:1][C:2]1[C:11]([F:12])=[C:10]2[C:5]([CH:6]=[CH:7][C:8]([CH:15]=[CH2:16])=[C:9]2[CH:13]=[O:14])=[CH:4][CH:3]=1.[H][H]. Product: [CH2:15]([C:8]1[CH:7]=[CH:6][C:5]2[C:10](=[C:11]([F:12])[C:2]([F:1])=[CH:3][CH:4]=2)[C:9]=1[CH:13]=[O:14])[CH3:16]. The catalyst class is: 178. (2) Reactant: [F:1][C:2]1[CH:7]=[C:6]([I:8])[CH:5]=[CH:4][C:3]=1[NH:9][C:10]1[C:14]2[CH:15]=[N:16][CH:17]=[CH:18][C:13]=2[O:12][C:11]=1[C:19]([O:21]CC)=O.[OH-].[Na+].[CH3:26][C:27]1([CH3:35])[O:31][C@@H:30]([CH2:32][O:33][NH2:34])[CH2:29][O:28]1.CCN=C=NCCCN(C)C.C1C=CC2N(O)N=NC=2C=1.CCN(C(C)C)C(C)C. Product: [CH3:26][C:27]1([CH3:35])[O:31][C@@H:30]([CH2:32][O:33][NH:34][C:19]([C:11]2[O:12][C:13]3[CH:18]=[CH:17][N:16]=[CH:15][C:14]=3[C:10]=2[NH:9][C:3]2[CH:4]=[CH:5][C:6]([I:8])=[CH:7][C:2]=2[F:1])=[O:21])[CH2:29][O:28]1. The catalyst class is: 36. (3) Reactant: [Cl:1][C:2]1[CH:21]=[C:20]([Cl:22])[CH:19]=[CH:18][C:3]=1[CH2:4][O:5][C:6]1[CH:17]=[CH:16][C:9]2[C@H:10]([CH2:13][CH2:14][SH:15])[CH2:11][O:12][C:8]=2[CH:7]=1.CCN(C(C)C)C(C)C.CN(C=O)C.Br[CH2:38][C:39]([O:41][CH2:42][CH3:43])=[O:40]. Product: [CH2:42]([O:41][C:39](=[O:40])[CH2:38][S:15][CH2:14][CH2:13][C@H:10]1[C:9]2[CH:16]=[CH:17][C:6]([O:5][CH2:4][C:3]3[CH:18]=[CH:19][C:20]([Cl:22])=[CH:21][C:2]=3[Cl:1])=[CH:7][C:8]=2[O:12][CH2:11]1)[CH3:43]. The catalyst class is: 6.